From a dataset of Full USPTO retrosynthesis dataset with 1.9M reactions from patents (1976-2016). Predict the reactants needed to synthesize the given product. (1) Given the product [CH2:1]([S:3][C:4]1[CH:5]=[CH:6][C:7]([C:8]([NH:26][CH2:27][C:28]2[CH:29]=[C:30]3[C:34](=[CH:35][CH:36]=2)[C:33](=[O:37])[N:32]([C:38]2([CH3:46])[CH2:43][CH2:42][C:41](=[O:44])[NH:40][C:39]2=[O:45])[C:31]3=[O:47])=[O:10])=[CH:11][CH:12]=1)[CH3:2], predict the reactants needed to synthesize it. The reactants are: [CH2:1]([S:3][C:4]1[CH:12]=[CH:11][C:7]([C:8]([OH:10])=O)=[CH:6][CH:5]=1)[CH3:2].C1N=CN(C(N2C=NC=C2)=O)C=1.Cl.[NH2:26][CH2:27][C:28]1[CH:29]=[C:30]2[C:34](=[CH:35][CH:36]=1)[C:33](=[O:37])[N:32]([C:38]1([CH3:46])[CH2:43][CH2:42][C:41](=[O:44])[NH:40][C:39]1=[O:45])[C:31]2=[O:47].CCOC(C)=O. (2) Given the product [C:6]([N:5]1[CH2:4][C:3]([CH2:10][CH3:11])([CH2:1][CH3:2])[NH:12][C:16]([CH2:18][CH2:19][CH3:20])([CH2:13][CH2:14][CH3:15])[C:23]1=[O:21])([CH3:7])([CH3:9])[CH3:8], predict the reactants needed to synthesize it. The reactants are: [CH2:1]([C:3]([NH2:12])([CH2:10][CH3:11])[CH2:4][NH:5][C:6]([CH3:9])([CH3:8])[CH3:7])[CH3:2].[CH2:13]([C:16]([CH2:18][CH2:19][CH3:20])=O)[CH2:14][CH3:15].[OH-:21].[Na+].[CH:23](Cl)(Cl)Cl. (3) Given the product [CH3:1][O:2][C:3](=[O:21])[CH2:4][C:5]1[CH:6]=[CH:7][C:8]([NH:11][C:12]2[C:17]([NH2:18])=[CH:16][CH:15]=[CH:14][N:13]=2)=[CH:9][CH:10]=1, predict the reactants needed to synthesize it. The reactants are: [CH3:1][O:2][C:3](=[O:21])[CH2:4][C:5]1[CH:10]=[CH:9][C:8]([NH:11][C:12]2[C:17]([N+:18]([O-])=O)=[CH:16][CH:15]=[CH:14][N:13]=2)=[CH:7][CH:6]=1. (4) Given the product [O:20]1[CH:17]=[CH:6][CH:7]=[C:8]1[C:4]1[C:1]([I:28])=[CH:2][N:21]=[C:22]([NH2:24])[N:23]=1, predict the reactants needed to synthesize it. The reactants are: [C:1]([C:4]1O[CH:6]=[CH:7][CH:8]=1)(=O)[CH3:2].COC(OC)N(C)C.[C:17](=[O:20])(O)O.[NH2:21][C:22]([NH2:24])=[NH:23].C[O-].[Na+].[I:28]N1C(=O)CCC1=O. (5) Given the product [F:29][C:25]1[CH:24]=[C:23]([C:3]2[C:4]([C:18]([O:20][CH2:21][CH3:22])=[O:19])=[C:5]3[CH2:10][N:9]([C:11]([O:13][C:14]([CH3:16])([CH3:17])[CH3:15])=[O:12])[CH2:8][CH2:7][N:6]3[CH:2]=2)[CH:28]=[CH:27][CH:26]=1, predict the reactants needed to synthesize it. The reactants are: Cl[C:2]1[N:6]2[CH2:7][CH2:8][N:9]([C:11]([O:13][C:14]([CH3:17])([CH3:16])[CH3:15])=[O:12])[CH2:10][C:5]2=[C:4]([C:18]([O:20][CH2:21][CH3:22])=[O:19])[C:3]=1[C:23]1[CH:28]=[CH:27][CH:26]=[C:25]([F:29])[CH:24]=1.C([O-])=O.[NH4+]. (6) The reactants are: [NH2:1]/[C:2](/[CH3:11])=[C:3](/[CH2:9][CH3:10])\[C:4]([O:6][CH2:7][CH3:8])=[O:5].C(N(C(C)C)CC)(C)C.Cl[C:22](=[O:29])[CH2:23][C:24]([O:26][CH2:27][CH3:28])=[O:25].C(=O)(O)[O-].[Na+]. Given the product [CH2:27]([O:26][C:24](=[O:25])[CH2:23][C:22]([NH:1]/[C:2](/[CH3:11])=[C:3](/[CH2:9][CH3:10])\[C:4]([O:6][CH2:7][CH3:8])=[O:5])=[O:29])[CH3:28], predict the reactants needed to synthesize it. (7) Given the product [CH3:19][C:17]1([CH3:18])[C:13]([CH3:29])([CH3:12])[O:14][B:15]([C:20]2[CH:25]=[CH:24][C:23]([CH2:26][CH2:27][NH:28][S:33]([CH:30]([CH3:32])[CH3:31])(=[O:35])=[O:34])=[CH:22][CH:21]=2)[O:16]1, predict the reactants needed to synthesize it. The reactants are: C1CCN2C(=NCCC2)CC1.[CH3:12][C:13]1([CH3:29])[C:17]([CH3:19])([CH3:18])[O:16][B:15]([C:20]2[CH:25]=[CH:24][C:23]([CH2:26][CH2:27][NH2:28])=[CH:22][CH:21]=2)[O:14]1.[CH:30]([S:33](Cl)(=[O:35])=[O:34])([CH3:32])[CH3:31].O. (8) Given the product [NH2:30][C:27]1[CH:28]=[CH:29][C:24]([C:23]([C:12]2[N:11]3[C:15]([CH:16]=[CH:17][C:9]([OH:8])=[CH:10]3)=[C:14]([C:18]([O:20][CH3:21])=[O:19])[C:13]=2[CH3:22])=[O:35])=[CH:25][C:26]=1[O:33][CH3:34], predict the reactants needed to synthesize it. The reactants are: C([O:8][C:9]1[CH:17]=[CH:16][C:15]2[N:11]([C:12]([C:23](=[O:35])[C:24]3[CH:29]=[CH:28][C:27]([N+:30]([O-])=O)=[C:26]([O:33][CH3:34])[CH:25]=3)=[C:13]([CH3:22])[C:14]=2[C:18]([O:20][CH3:21])=[O:19])[CH:10]=1)C1C=CC=CC=1.[H][H]. (9) Given the product [CH:25]1([CH2:24][NH:23][C:21]([C:18]2[CH:19]=[CH:20][C:15]([C:10]3[C:11]([CH3:14])=[CH:12][CH:13]=[C:8]([NH:7][C:5](=[O:6])[C:4]4[CH:28]=[CH:29][N:30]=[C:2]([N:31]5[CH2:35][CH2:34][CH2:33][CH2:32]5)[CH:3]=4)[CH:9]=3)=[CH:16][CH:17]=2)=[O:22])[CH2:27][CH2:26]1, predict the reactants needed to synthesize it. The reactants are: Cl[C:2]1[CH:3]=[C:4]([CH:28]=[CH:29][N:30]=1)[C:5]([NH:7][C:8]1[CH:9]=[C:10]([C:15]2[CH:20]=[CH:19][C:18]([C:21]([NH:23][CH2:24][CH:25]3[CH2:27][CH2:26]3)=[O:22])=[CH:17][CH:16]=2)[C:11]([CH3:14])=[CH:12][CH:13]=1)=[O:6].[NH:31]1[CH2:35][CH2:34][CH2:33][CH2:32]1.